Dataset: Full USPTO retrosynthesis dataset with 1.9M reactions from patents (1976-2016). Task: Predict the reactants needed to synthesize the given product. (1) The reactants are: [CH:1]1([C:4]2[CH:5]=[C:6]([C:16](=[CH:22][CH:23]3[CH2:28][CH2:27][O:26][CH2:25][CH2:24]3)[C:17]([O:19]CC)=[O:18])[CH:7]=[CH:8][C:9]=2[S:10]([CH:13]2[CH2:15][CH2:14]2)(=[O:12])=[O:11])[CH2:3][CH2:2]1.[OH-].[K+]. Given the product [CH:1]1([C:4]2[CH:5]=[C:6](/[C:16](=[CH:22]\[CH:23]3[CH2:24][CH2:25][O:26][CH2:27][CH2:28]3)/[C:17]([OH:19])=[O:18])[CH:7]=[CH:8][C:9]=2[S:10]([CH:13]2[CH2:14][CH2:15]2)(=[O:12])=[O:11])[CH2:3][CH2:2]1, predict the reactants needed to synthesize it. (2) Given the product [F:24][CH:22]([F:23])[O:21][C:16]1[CH:17]=[CH:18][CH:19]=[CH:20][C:15]=1[CH2:14][C@H:10]1[O:11][CH2:12][CH2:13][NH:8][CH2:9]1, predict the reactants needed to synthesize it. The reactants are: C([N:8]1[CH2:13][CH2:12][O:11][C@H:10]([CH2:14][C:15]2[CH:20]=[CH:19][CH:18]=[CH:17][C:16]=2[O:21][CH:22]([F:24])[F:23])[CH2:9]1)(OC(C)(C)C)=O.Cl.